This data is from Catalyst prediction with 721,799 reactions and 888 catalyst types from USPTO. The task is: Predict which catalyst facilitates the given reaction. (1) Product: [Cl:1][C:2]1[C:7]([Cl:8])=[CH:6][N:5]=[C:4]2[NH:9][C:10]([C:12]3[CH:13]=[N:14][N:15]([CH3:17])[CH:16]=3)=[CH:11][C:3]=12. The catalyst class is: 5. Reactant: [Cl:1][C:2]1[C:7]([Cl:8])=[CH:6][N:5]=[C:4]2[N:9](S(C3C=CC(C)=CC=3)(=O)=O)[C:10]([C:12]3[CH:13]=[N:14][N:15]([CH3:17])[CH:16]=3)=[CH:11][C:3]=12.[OH-].[Na+].Cl.O. (2) Reactant: [F:1][C:2]1[CH:3]=[CH:4][C:5]2[O:9][C:8]([C:10]3[CH:11]=[C:12]([CH2:16][OH:17])[CH:13]=[CH:14][CH:15]=3)=[N:7][C:6]=2[CH:18]=1.O.CCOC(C)=O. Product: [F:1][C:2]1[CH:3]=[CH:4][C:5]2[O:9][C:8]([C:10]3[CH:11]=[C:12]([CH:13]=[CH:14][CH:15]=3)[CH:16]=[O:17])=[N:7][C:6]=2[CH:18]=1. The catalyst class is: 16. (3) Product: [CH3:11][C:9]([C:13]1[CH:14]=[CH:15][C:16]([CH2:17][N:18]2[C:23](=[O:24])[CH2:22][C:21](=[O:26])[N:6]([C:2]3[S:1][CH:5]=[CH:4][CH:3]=3)[C:7]2=[O:8])=[CH:19][CH:20]=1)([CH3:12])[CH3:10]. Reactant: [S:1]1[CH:5]=[CH:4][CH:3]=[C:2]1[N:6]=[C:7]=[O:8].[C:9]([C:13]1[CH:20]=[CH:19][C:16]([CH2:17][NH2:18])=[CH:15][CH:14]=1)([CH3:12])([CH3:11])[CH3:10].[C:21](Cl)(=[O:26])[CH2:22][C:23](Cl)=[O:24]. The catalyst class is: 4. (4) Reactant: CC([N:5]([C@@H:9]([CH2:23][CH:24]([CH3:26])[CH3:25])/[CH:10]=[CH:11]/[C:12]([N:14]1[C:22]2[C:17](=[CH:18][CH:19]=[CH:20][CH:21]=2)[CH2:16][CH2:15]1)=[O:13])C(=O)[O-])(C)C.C(O)(C(F)(F)F)=O.[OH-].[Na+]. Product: [N:14]1([C:12](=[O:13])/[CH:11]=[CH:10]/[C@@H:9]([NH2:5])[CH2:23][CH:24]([CH3:26])[CH3:25])[C:22]2[C:17](=[CH:18][CH:19]=[CH:20][CH:21]=2)[CH2:16][CH2:15]1. The catalyst class is: 2. (5) Reactant: Cl[CH2:2][CH2:3][CH2:4][S:5]([N:8]1[CH2:13][CH2:12][CH:11]([C:14]2[C:22]3[C:17](=[C:18]([C:29]([NH2:31])=[O:30])[CH:19]=[C:20]([C:23]4[CH:28]=[CH:27][CH:26]=[CH:25][CH:24]=4)[CH:21]=3)[NH:16][CH:15]=2)[CH2:10][CH2:9]1)(=[O:7])=[O:6].[OH-:32].[Na+].[I-].[Na+]. Product: [OH:32][CH2:2][CH2:3][CH2:4][S:5]([N:8]1[CH2:13][CH2:12][CH:11]([C:14]2[C:22]3[C:17](=[C:18]([C:29]([NH2:31])=[O:30])[CH:19]=[C:20]([C:23]4[CH:28]=[CH:27][CH:26]=[CH:25][CH:24]=4)[CH:21]=3)[NH:16][CH:15]=2)[CH2:10][CH2:9]1)(=[O:7])=[O:6]. The catalyst class is: 6. (6) Reactant: [N:1]([O-])=O.[Na+].[CH:5]1[C:14]2[C:9](=[CH:10][CH:11]=[CH:12][CH:13]=2)[CH:8]=[CH:7][C:6]=1[NH2:15].[Cl:16][Sn]Cl. Product: [ClH:16].[CH:5]1[C:14]2[C:9](=[CH:10][CH:11]=[CH:12][CH:13]=2)[CH:8]=[CH:7][C:6]=1[NH:15][NH2:1]. The catalyst class is: 223. (7) Product: [Cl:1][C:2]1[S:6][C:5]([S:7]([N:10]([CH2:25][CH3:26])[C:11]2([C:14]([O:16][CH3:17])=[O:15])[CH2:13][CH2:12]2)(=[O:9])=[O:8])=[CH:4][CH:3]=1. The catalyst class is: 3. Reactant: [Cl:1][C:2]1[S:6][C:5]([S:7]([NH:10][C:11]2([C:14]([O:16][CH3:17])=[O:15])[CH2:13][CH2:12]2)(=[O:9])=[O:8])=[CH:4][CH:3]=1.C([O-])([O-])=O.[K+].[K+].I[CH2:25][CH3:26]. (8) Product: [CH2:1]([O:3][C:4]([C:6]1([C:9]2[CH:10]=[CH:11][C:12]([C:15]3[CH:20]=[CH:19][C:18]([C:21]4[CH:22]=[N:23][N:24]([CH3:27])[C:25]=4[NH:26][CH:37]([CH3:38])[CH2:36][CH2:35][C:32]4[CH:31]=[CH:30][C:29]([Cl:28])=[CH:34][CH:33]=4)=[CH:17][CH:16]=3)=[CH:13][CH:14]=2)[CH2:8][CH2:7]1)=[O:5])[CH3:2]. The catalyst class is: 5. Reactant: [CH2:1]([O:3][C:4]([C:6]1([C:9]2[CH:14]=[CH:13][C:12]([C:15]3[CH:20]=[CH:19][C:18]([C:21]4[CH:22]=[N:23][N:24]([CH3:27])[C:25]=4[NH2:26])=[CH:17][CH:16]=3)=[CH:11][CH:10]=2)[CH2:8][CH2:7]1)=[O:5])[CH3:2].[Cl:28][C:29]1[CH:34]=[CH:33][C:32]([CH2:35][CH2:36][C:37](=O)[CH3:38])=[CH:31][CH:30]=1.C(O)(=O)C.C([BH3-])#N.[Na+]. (9) Reactant: [C:1]([NH:6][CH2:7][CH2:8][CH2:9][CH2:10][CH2:11][CH2:12][CH2:13][CH2:14][CH2:15][CH2:16][C:17]([OH:19])=[O:18])(=[O:5])[C:2]([CH3:4])=[CH2:3].[C:20]([O:24][CH2:25][C:26]([F:29])([F:28])[F:27])(=[O:23])[CH:21]=[CH2:22].C(OCC)(=O)C. Product: [C:1]([NH:6][CH2:7][CH2:8][CH2:9][CH2:10][CH2:11][CH2:12][CH2:13][CH2:14][CH2:15][CH2:16][C:17]([OH:19])=[O:18])(=[O:5])[C:2]([CH3:4])=[CH2:3].[C:20]([O:24][CH2:25][C:26]([F:29])([F:28])[F:27])(=[O:23])[CH:21]=[CH2:22]. The catalyst class is: 5.